Dataset: NCI-60 drug combinations with 297,098 pairs across 59 cell lines. Task: Regression. Given two drug SMILES strings and cell line genomic features, predict the synergy score measuring deviation from expected non-interaction effect. (1) Drug 1: C1=CC(=CC=C1CCC2=CNC3=C2C(=O)NC(=N3)N)C(=O)NC(CCC(=O)O)C(=O)O. Drug 2: CC1C(C(=O)NC(C(=O)N2CCCC2C(=O)N(CC(=O)N(C(C(=O)O1)C(C)C)C)C)C(C)C)NC(=O)C3=C4C(=C(C=C3)C)OC5=C(C(=O)C(=C(C5=N4)C(=O)NC6C(OC(=O)C(N(C(=O)CN(C(=O)C7CCCN7C(=O)C(NC6=O)C(C)C)C)C)C(C)C)C)N)C. Cell line: HCT116. Synergy scores: CSS=54.6, Synergy_ZIP=10.6, Synergy_Bliss=8.95, Synergy_Loewe=7.86, Synergy_HSA=8.59. (2) Drug 1: C1CCC(C1)C(CC#N)N2C=C(C=N2)C3=C4C=CNC4=NC=N3. Drug 2: C1=NC2=C(N1)C(=S)N=CN2. Cell line: OVCAR-5. Synergy scores: CSS=-5.73, Synergy_ZIP=-6.30, Synergy_Bliss=-12.6, Synergy_Loewe=-37.4, Synergy_HSA=-16.3. (3) Cell line: HL-60(TB). Synergy scores: CSS=-0.734, Synergy_ZIP=-3.50, Synergy_Bliss=-7.83, Synergy_Loewe=-7.72, Synergy_HSA=-7.23. Drug 2: COCCOC1=C(C=C2C(=C1)C(=NC=N2)NC3=CC=CC(=C3)C#C)OCCOC.Cl. Drug 1: CC(C)NC(=O)C1=CC=C(C=C1)CNNC.Cl. (4) Drug 1: COC1=C2C(=CC3=C1OC=C3)C=CC(=O)O2. Drug 2: N.N.Cl[Pt+2]Cl. Cell line: MCF7. Synergy scores: CSS=23.2, Synergy_ZIP=-1.02, Synergy_Bliss=-1.96, Synergy_Loewe=-6.69, Synergy_HSA=-2.75. (5) Drug 1: CC1=CC=C(C=C1)C2=CC(=NN2C3=CC=C(C=C3)S(=O)(=O)N)C(F)(F)F. Drug 2: CCC1(C2=C(COC1=O)C(=O)N3CC4=CC5=C(C=CC(=C5CN(C)C)O)N=C4C3=C2)O.Cl. Cell line: HOP-62. Synergy scores: CSS=31.9, Synergy_ZIP=1.82, Synergy_Bliss=2.24, Synergy_Loewe=-52.2, Synergy_HSA=-0.671. (6) Drug 1: CCC1=C2CN3C(=CC4=C(C3=O)COC(=O)C4(CC)O)C2=NC5=C1C=C(C=C5)O. Drug 2: C(=O)(N)NO. Cell line: NCI-H460. Synergy scores: CSS=23.6, Synergy_ZIP=-4.10, Synergy_Bliss=0.911, Synergy_Loewe=-32.2, Synergy_HSA=-0.149. (7) Drug 1: C1CCC(C1)C(CC#N)N2C=C(C=N2)C3=C4C=CNC4=NC=N3. Drug 2: C1=CC=C(C(=C1)C(C2=CC=C(C=C2)Cl)C(Cl)Cl)Cl. Cell line: NCI-H226. Synergy scores: CSS=12.2, Synergy_ZIP=4.66, Synergy_Bliss=8.28, Synergy_Loewe=2.95, Synergy_HSA=7.67.